This data is from Reaction yield outcomes from USPTO patents with 853,638 reactions. The task is: Predict the reaction yield, written as a fraction of the theoretical maximum amount of product (1.0 means a 100% yield; for example, 0.34 means a 34% yield). (1) The product is [C:24]([O:23][C:21]([N:28]1[CH2:33][CH2:32][N:31]([C:9]2[CH:18]=[CH:17][CH:16]=[C:15]3[C:10]=2[CH:11]=[CH:12][C:13]([O:19][CH3:20])=[N:14]3)[CH2:30][CH2:29]1)=[O:22])([CH3:27])([CH3:25])[CH3:26]. The catalyst is C(OCC)(=O)C.CC([O-])=O.CC([O-])=O.[Pd+2].C1(P(C2CCCCC2)C2C=CC=CC=2C2C=CC=CC=2)CCCCC1. The yield is 0.660. The reactants are C1(C)C=CC=CC=1.Br[C:9]1[CH:18]=[CH:17][CH:16]=[C:15]2[C:10]=1[CH:11]=[CH:12][C:13]([O:19][CH3:20])=[N:14]2.[C:21]([N:28]1[CH2:33][CH2:32][NH:31][CH2:30][CH2:29]1)([O:23][C:24]([CH3:27])([CH3:26])[CH3:25])=[O:22].CC([O-])(C)C.[Na+]. (2) The reactants are [OH:1][C:2]1[C:3]([N+:18]([O-:20])=[O:19])=[C:4]([CH:13]=[CH:14][C:15]=1[O:16]C)[C:5]([C:7]1[CH:12]=[CH:11][CH:10]=[CH:9][CH:8]=1)=[O:6].[Cl-].[Al+3].[Cl-].[Cl-].N1C=CC=CC=1.Cl. The catalyst is ClCCCl. The product is [OH:1][C:2]1[C:3]([N+:18]([O-:20])=[O:19])=[C:4]([CH:13]=[CH:14][C:15]=1[OH:16])[C:5]([C:7]1[CH:8]=[CH:9][CH:10]=[CH:11][CH:12]=1)=[O:6]. The yield is 0.890. (3) The reactants are Br[C:2]1[CH:3]=[C:4]2[N:10]=[CH:9][N:8]([CH2:11][C:12]3[CH:28]=[CH:27][C:15]4[N:16]=[C:17]([NH:19][C@@H:20]5[CH2:25][CH2:24][CH2:23][CH2:22][C@H:21]5[OH:26])[S:18][C:14]=4[CH:13]=3)[C:5]2=[N:6][CH:7]=1.[N:29]1([CH2:35][B-](F)(F)F)[CH2:34][CH2:33][O:32][CH2:31][CH2:30]1.[K+].C1(P(C2CCCCC2)C2C=CC=CC=2C2C(C(C)C)=CC(C(C)C)=CC=2C(C)C)CCCCC1.C([O-])([O-])=O.[Cs+].[Cs+]. The catalyst is C1COCC1.O.CC([O-])=O.CC([O-])=O.[Pd+2]. The product is [O:32]1[CH2:33][CH2:34][N:29]([CH2:35][C:2]2[CH:3]=[C:4]3[N:10]=[CH:9][N:8]([CH2:11][C:12]4[CH:28]=[CH:27][C:15]5[N:16]=[C:17]([NH:19][C@@H:20]6[CH2:25][CH2:24][CH2:23][CH2:22][C@H:21]6[OH:26])[S:18][C:14]=5[CH:13]=4)[C:5]3=[N:6][CH:7]=2)[CH2:30][CH2:31]1. The yield is 0.350. (4) The yield is 0.289. The reactants are F[P-](F)(F)(F)(F)F.Br[P+](N1CCCC1)(N1CCCC1)N1CCCC1.[ClH:25].[F:26][C:27]1[CH:35]=[CH:34][C:30]([C:31]([OH:33])=O)=[CH:29][C:28]=1[O:36][C:37]1[CH:42]=[CH:41][N:40]=[C:39]([NH:43][C:44]2[S:45][CH:46]=[C:47]([CH3:49])[N:48]=2)[CH:38]=1.[NH2:50][CH2:51][CH2:52][N:53]1[CH2:57][CH2:56][CH2:55][CH2:54]1.CN(C=O)C. The product is [ClH:25].[ClH:25].[F:26][C:27]1[CH:35]=[CH:34][C:30]([C:31]([NH:50][CH2:51][CH2:52][N:53]2[CH2:57][CH2:56][CH2:55][CH2:54]2)=[O:33])=[CH:29][C:28]=1[O:36][C:37]1[CH:42]=[CH:41][N:40]=[C:39]([NH:43][C:44]2[S:45][CH:46]=[C:47]([CH3:49])[N:48]=2)[CH:38]=1. The catalyst is O. (5) The product is [OH:30][C@@H:24]1[CH2:23][N:22]([CH2:21][CH2:20][C@H:19]([N:14]2[C:15](=[O:18])[CH2:16][CH2:17][NH:11][CH2:12][CH2:13]2)[CH2:31][OH:32])[CH2:29][CH2:28][C:25]21[CH2:26][CH2:27]2. The reactants are C(OC([N:11]1[CH2:17][CH2:16][C:15](=[O:18])[N:14]([C@H:19]([CH2:31][OH:32])[CH2:20][CH2:21][N:22]2[CH2:29][CH2:28][C:25]3([CH2:27][CH2:26]3)[C@H:24]([OH:30])[CH2:23]2)[CH2:13][CH2:12]1)=O)C1C=CC=CC=1.Cl. The catalyst is [Pd]. The yield is 1.00. (6) The reactants are [OH:1][C:2]1[CH:3]=[C:4]2[C:9](=[CH:10][CH:11]=1)[CH:8]=[C:7]([CH2:12][N:13]1[CH2:18][CH2:17][CH:16]([C:19]([O:21][CH2:22][CH3:23])=[O:20])[CH2:15][CH2:14]1)[CH:6]=[CH:5]2.[CH:24]([CH:27]1[CH2:32][CH2:31][CH:30](O)[CH2:29][CH2:28]1)([CH3:26])[CH3:25].C1C=CC(P(C2C=CC=CC=2)C2C=CC=CC=2)=CC=1.CC(OC(/N=N/C(OC(C)C)=O)=O)C. The catalyst is C1(C)C=CC=CC=1. The product is [CH:24]([CH:27]1[CH2:32][CH2:31][CH:30]([O:1][C:2]2[CH:3]=[C:4]3[C:9](=[CH:10][CH:11]=2)[CH:8]=[C:7]([CH2:12][N:13]2[CH2:18][CH2:17][CH:16]([C:19]([O:21][CH2:22][CH3:23])=[O:20])[CH2:15][CH2:14]2)[CH:6]=[CH:5]3)[CH2:29][CH2:28]1)([CH3:26])[CH3:25]. The yield is 0.510. (7) The reactants are [CH3:1][CH:2]([C:11]1[CH:16]=[CH:15][C:14]([CH2:17][O:18][CH2:19][CH2:20][O:21][CH2:22][CH2:23][O:24][CH2:25][CH2:26][O:27][CH2:28][CH2:29][O:30]C2CCCCO2)=[CH:13][CH:12]=1)[CH2:3][CH2:4][CH2:5][CH2:6][CH2:7][CH2:8][CH2:9][CH3:10].CC1C=CC(S(O)(=O)=O)=CC=1.O. The catalyst is CO. The product is [CH3:1][CH:2]([C:11]1[CH:12]=[CH:13][C:14]([CH2:17][O:18][CH2:19][CH2:20][O:21][CH2:22][CH2:23][O:24][CH2:25][CH2:26][O:27][CH2:28][CH2:29][OH:30])=[CH:15][CH:16]=1)[CH2:3][CH2:4][CH2:5][CH2:6][CH2:7][CH2:8][CH2:9][CH3:10]. The yield is 0.961. (8) The reactants are [Cl:1][C:2]1[N:7]=[C:6]([CH3:8])[N:5]=[C:4]([NH2:9])[CH:3]=1.[O:10](C(OC(C)(C)C)=O)[C:11]([O:13][C:14]([CH3:17])([CH3:16])[CH3:15])=O. The catalyst is C1COCC1.CN(C1C=CN=CC=1)C. The product is [Cl:1][C:2]1[N:7]=[C:6]([CH3:8])[N:5]=[C:4]([NH:9][C:11](=[O:10])[O:13][C:14]([CH3:17])([CH3:16])[CH3:15])[CH:3]=1. The yield is 0.780.